This data is from Full USPTO retrosynthesis dataset with 1.9M reactions from patents (1976-2016). The task is: Predict the reactants needed to synthesize the given product. (1) The reactants are: [CH2:1]([NH2:4])[C:2]#[CH:3].C(N(CC)C(C)C)(C)C.[N+:14]([C:17]1[CH:22]=[CH:21][CH:20]=[CH:19][C:18]=1[S:23](Cl)(=[O:25])=[O:24])([O-:16])=[O:15]. Given the product [N+:14]([C:17]1[CH:22]=[CH:21][CH:20]=[CH:19][C:18]=1[S:23]([NH:4][CH2:1][C:2]#[CH:3])(=[O:25])=[O:24])([O-:16])=[O:15], predict the reactants needed to synthesize it. (2) Given the product [C:1]([NH:5][C:6]1[C:35]([CH3:34])=[N:38][CH:33]=[C:8]([CH:7]=1)[C:9]([NH:11][C:12]1[CH:17]=[C:16]([C:18]2[NH:26][C:25]3[C:24]4([CH2:31][CH2:30][CH2:29][NH:28][CH2:27]4)[CH2:23][NH:22][C:21](=[O:32])[C:20]=3[CH:19]=2)[CH:15]=[CH:14][N:13]=1)=[O:10])(=[O:4])[CH:2]=[CH2:3], predict the reactants needed to synthesize it. The reactants are: [C:1]([NH:5][C:6]1[CH:7]=[C:8]([CH:33]=[CH:34][CH:35]=1)[C:9]([NH:11][C:12]1[CH:17]=[C:16]([C:18]2[NH:26][C:25]3[C:24]4([CH2:31][CH2:30][CH2:29][NH:28][CH2:27]4)[CH2:23][NH:22][C:21](=[O:32])[C:20]=3[CH:19]=2)[CH:15]=[CH:14][N:13]=1)=[O:10])(=[O:4])[CH:2]=[CH2:3].CC1C([N+]([O-])=O)=CC(C(N)=O)=C[N:38]=1. (3) Given the product [CH2:48]([N:22]([CH2:20][CH3:21])[C:23](=[O:47])[C:24]1[CH:29]=[CH:28][C:27]([CH:30]([N:31]2[CH2:32][CH2:33][N:34]([CH2:1][C:2]3[O:6][CH:5]=[CH:4][CH:3]=3)[CH2:35][CH2:36]2)[C:37]2[CH:38]=[CH:39][CH:40]=[C:41]3[C:46]=2[N:45]=[CH:44][CH:43]=[CH:42]3)=[CH:26][CH:25]=1)[CH3:49], predict the reactants needed to synthesize it. The reactants are: [CH2:1](O)[C:2]1[O:6][CH:5]=[CH:4][CH:3]=1.C(N(CC)CC)C.CS(Cl)(=O)=O.[CH2:20]([N:22]([CH2:48][CH3:49])[C:23](=[O:47])[C:24]1[CH:29]=[CH:28][C:27]([CH:30]([C:37]2[CH:38]=[CH:39][CH:40]=[C:41]3[C:46]=2[N:45]=[CH:44][CH:43]=[CH:42]3)[N:31]2[CH2:36][CH2:35][NH:34][CH2:33][CH2:32]2)=[CH:26][CH:25]=1)[CH3:21].[OH-].[Na+]. (4) The reactants are: [F:1][C:2]([F:17])([F:16])[O:3][C:4]1[CH:5]=[C:6]2[C:11](=[CH:12][CH:13]=1)[O:10][CH2:9][C:8]([C:14]#N)=[CH:7]2.[OH-:18].[Na+].[OH2:20]. Given the product [F:1][C:2]([F:17])([F:16])[O:3][C:4]1[CH:5]=[C:6]2[C:11](=[CH:12][CH:13]=1)[O:10][CH2:9][C:8]([C:14]([OH:20])=[O:18])=[CH:7]2, predict the reactants needed to synthesize it. (5) Given the product [Cl:32][C:12]1[CH:11]=[C:10]([CH:5]([CH2:6][CH:7]([CH3:9])[CH3:8])[C:4]([OH:33])=[O:3])[CH:15]=[C:14]([O:16][CH2:17][C:18]([F:20])([F:21])[F:19])[C:13]=1[C:22]1[CH:23]=[CH:24][C:25]([C:28]([F:29])([F:30])[F:31])=[CH:26][CH:27]=1, predict the reactants needed to synthesize it. The reactants are: C([O:3][C:4](=[O:33])[CH:5]([C:10]1[CH:15]=[C:14]([O:16][CH2:17][C:18]([F:21])([F:20])[F:19])[C:13]([C:22]2[CH:27]=[CH:26][C:25]([C:28]([F:31])([F:30])[F:29])=[CH:24][CH:23]=2)=[C:12]([Cl:32])[CH:11]=1)[CH2:6][CH:7]([CH3:9])[CH3:8])C.[Li+].[OH-]. (6) Given the product [CH2:33]([N:3]([CH2:1][CH3:2])[C:4](=[O:5])[C:6]1[CH:32]=[CH:31][C:9]([CH2:10][N:11]2[C:19]3[CH2:18][CH2:17][NH:16][CH2:15][C:14]=3[C:13]([C:27]([F:30])([F:29])[F:28])=[N:12]2)=[CH:8][CH:7]=1)[CH3:34], predict the reactants needed to synthesize it. The reactants are: [CH2:1]([N:3]([CH2:33][CH3:34])[C:4]([C:6]1[CH:32]=[CH:31][C:9]([CH2:10][N:11]2[C:19]3[CH2:18][CH2:17][N:16](C(OC(C)(C)C)=O)[CH2:15][C:14]=3[C:13]([C:27]([F:30])([F:29])[F:28])=[N:12]2)=[CH:8][CH:7]=1)=[O:5])[CH3:2].FC(F)(F)C(O)=O. (7) The reactants are: [Br:1][C:2]1[CH:3]=[N:4][C:5](I)=[N:6][CH:7]=1.[O:9]1[CH2:14][CH:13]=[C:12](B2OC(C)(C)C(C)(C)O2)[CH2:11][CH2:10]1.N#N. Given the product [Br:1][C:2]1[CH:3]=[N:4][C:5]([C:12]2[CH2:13][CH2:14][O:9][CH2:10][CH:11]=2)=[N:6][CH:7]=1, predict the reactants needed to synthesize it. (8) Given the product [CH3:11][C:12]1[C:16]([CH3:17])=[CH:15][NH:14][C:13]=1[CH:18]=[C:3]1[C:4]2[C:9](=[CH:8][CH:7]=[CH:6][CH:5]=2)[NH:1][C:2]1=[O:10], predict the reactants needed to synthesize it. The reactants are: [NH:1]1[C:9]2[C:4](=[CH:5][CH:6]=[CH:7][CH:8]=2)[CH2:3][C:2]1=[O:10].[CH3:11][C:12]1[C:16]([CH3:17])=[CH:15][NH:14][C:13]=1[CH:18]=O.